From a dataset of Reaction yield outcomes from USPTO patents with 853,638 reactions. Predict the reaction yield, written as a fraction of the theoretical maximum amount of product (1.0 means a 100% yield; for example, 0.34 means a 34% yield). (1) The reactants are [C:1]([O:5][C:6]([N:8]1[CH2:12][CH2:11][C@@H:10]([C:13]([OH:15])=O)[CH2:9]1)=[O:7])([CH3:4])([CH3:3])[CH3:2].[NH2:16][C:17]1[CH:18]=[C:19]([NH:27][C:28]2[N:37]=[CH:36][C:35]3[N:34]([CH3:38])[C:33](=[O:39])[CH2:32][N:31]([CH:40]([CH3:42])[CH3:41])[C:30]=3[N:29]=2)[CH:20]=[C:21]([S:23]([CH3:26])(=[O:25])=[O:24])[CH:22]=1. No catalyst specified. The product is [C:1]([O:5][C:6]([N:8]1[CH2:12][CH2:11][C@@H:10]([C:13](=[O:15])[NH:16][C:17]2[CH:22]=[C:21]([S:23]([CH3:26])(=[O:24])=[O:25])[CH:20]=[C:19]([NH:27][C:28]3[N:37]=[CH:36][C:35]4[N:34]([CH3:38])[C:33](=[O:39])[CH2:32][N:31]([CH:40]([CH3:42])[CH3:41])[C:30]=4[N:29]=3)[CH:18]=2)[CH2:9]1)=[O:7])([CH3:2])([CH3:3])[CH3:4]. The yield is 0.120. (2) The reactants are ClC1C=CC(C2C3C=C(OCC(=O)NC4C=CC=CC=4)C=CC=3N3C(C)=NN=C3[C@H](CC(NCC)=O)N=2)=CC=1.[Cl:40][C:41]1[CH:46]=[CH:45][C:44]([C:47]2[C:53]3[CH:54]=[C:55]([O:58][CH2:59][CH2:60][CH2:61][CH2:62][C:63]([OH:65])=O)[CH:56]=[CH:57][C:52]=3[N:51]3[C:66]([CH3:69])=[N:67][N:68]=[C:50]3[C@H:49]([CH2:70][C:71]([NH:73][CH2:74][CH3:75])=[O:72])[N:48]=2)=[CH:43][CH:42]=1.[NH2:76][C:77]1[CH:82]=[CH:81][CH:80]=[C:79]([OH:83])[C:78]=1[OH:84]. No catalyst specified. The product is [Cl:40][C:41]1[CH:46]=[CH:45][C:44]([C:47]2[C:53]3[CH:54]=[C:55]([O:58][CH2:59][CH2:60][CH2:61][CH2:62][C:63]([NH:76][C:77]4[CH:82]=[CH:81][CH:80]=[C:79]([OH:83])[C:78]=4[OH:84])=[O:65])[CH:56]=[CH:57][C:52]=3[N:51]3[C:66]([CH3:69])=[N:67][N:68]=[C:50]3[C@H:49]([CH2:70][C:71]([NH:73][CH2:74][CH3:75])=[O:72])[N:48]=2)=[CH:43][CH:42]=1. The yield is 0.250.